Task: Predict the reactants needed to synthesize the given product.. Dataset: Full USPTO retrosynthesis dataset with 1.9M reactions from patents (1976-2016) (1) Given the product [C:1]12([CH2:11][C:12]([NH:14][C:15]3[C:24]([CH3:25])=[CH:23][CH:22]=[C:21]4[C:16]=3[CH:17]=[CH:18][C:19]([N:33]3[CH2:34][CH2:35][CH:36]([NH:39][C:40](=[O:46])[O:41][C:42]([CH3:44])([CH3:43])[CH3:45])[CH2:37][CH2:38]3)=[N:20]4)=[O:13])[CH2:10][CH:5]3[CH2:6][CH:7]([CH2:9][CH:3]([CH2:4]3)[CH2:2]1)[CH2:8]2, predict the reactants needed to synthesize it. The reactants are: [C:1]12([CH2:11][C:12]([NH:14][C:15]3[C:24]([CH3:25])=[CH:23][CH:22]=[C:21]4[C:16]=3[CH:17]=[CH:18][C:19](Cl)=[N:20]4)=[O:13])[CH2:10][CH:5]3[CH2:6][CH:7]([CH2:9][CH:3]([CH2:4]3)[CH2:2]1)[CH2:8]2.C(=O)([O-])[O-].[K+].[K+].[NH:33]1[CH2:38][CH2:37][CH:36]([NH:39][C:40](=[O:46])[O:41][C:42]([CH3:45])([CH3:44])[CH3:43])[CH2:35][CH2:34]1.O. (2) Given the product [C:44](=[O:45])([O:46][C:47]1[CH:48]=[CH:49][C:50]([N+:53]([O-:55])=[O:54])=[CH:51][CH:52]=1)[O:26][CH2:25][CH2:24][O:23][CH2:22][CH2:21][O:20][C:17]1[CH:18]=[CH:19][C:12]2[C:11]3[C:27]4([O:32][CH2:31][C:30]([CH3:34])([CH3:33])[CH2:29][O:28]4)[C:10]=3[C:9]3[CH:35]=[CH:36][C:6]([O:5][CH2:1][CH2:2][CH2:3][CH3:4])=[CH:7][C:8]=3[CH2:15][CH2:14][C:13]=2[CH:16]=1, predict the reactants needed to synthesize it. The reactants are: [CH2:1]([O:5][C:6]1[CH:36]=[CH:35][C:9]2[C:10]3[C:27]4([O:32][CH2:31][C:30]([CH3:34])([CH3:33])[CH2:29][O:28]4)[C:11]=3[C:12]3[CH:19]=[CH:18][C:17]([O:20][CH2:21][CH2:22][O:23][CH2:24][CH2:25][OH:26])=[CH:16][C:13]=3[CH2:14][CH2:15][C:8]=2[CH:7]=1)[CH2:2][CH2:3][CH3:4].N1C=CC=CC=1.Cl[C:44]([O:46][C:47]1[CH:52]=[CH:51][C:50]([N+:53]([O-:55])=[O:54])=[CH:49][CH:48]=1)=[O:45]. (3) Given the product [NH:10]1[C:14]2[CH:15]=[CH:16][CH:17]=[CH:18][C:13]=2[NH:12][C:11]1=[C:19]([C:33]([C:35]1[CH:40]=[CH:39][CH:38]=[C:37]([F:41])[CH:36]=1)=[O:34])[C:20]([C:22]1[CH:23]=[CH:24][C:25]([F:32])=[C:26]([S:28]([NH:8][C:6](=[NH:7])[C@H:5]([OH:4])[CH3:9])(=[O:29])=[O:30])[CH:27]=1)=[O:21], predict the reactants needed to synthesize it. The reactants are: [H-].[Na+].Cl.[OH:4][C@H:5]([CH3:9])[C:6](=[NH:8])[NH2:7].[NH:10]1[C:14]2[CH:15]=[CH:16][CH:17]=[CH:18][C:13]=2[NH:12][C:11]1=[C:19]([C:33]([C:35]1[CH:40]=[CH:39][CH:38]=[C:37]([F:41])[CH:36]=1)=[O:34])[C:20]([C:22]1[CH:23]=[CH:24][C:25]([F:32])=[C:26]([S:28](Cl)(=[O:30])=[O:29])[CH:27]=1)=[O:21]. (4) The reactants are: Cl[C:2]1[CH:7]=[CH:6][C:5]([C:8]2[O:12][C:11]([NH:13][C:14]3[C:23]4[CH2:22][C:21]([O:24]CC)=[CH:20][CH2:19][C:18]=4[CH:17]=[CH:16][CH:15]=3)=[N:10][CH:9]=2)=[CH:4][CH:3]=1.C(OC1CC2C(NC3O[C:43]([C:46]4[CH:51]=CC(C(F)(F)F)=CC=4)=[CH:44][N:45]=3)=CC=CC=2CC=1)C. Given the product [N:45]1([C:2]2[CH:3]=[CH:4][C:5]([C:8]3[O:12][C:11]([NH:13][C:14]4[CH:15]=[CH:16][CH:17]=[C:18]5[C:23]=4[CH2:22][C:21](=[O:24])[CH2:20][CH2:19]5)=[N:10][CH:9]=3)=[CH:6][CH:7]=2)[CH2:44][CH2:43][CH2:46][CH2:51]1, predict the reactants needed to synthesize it. (5) Given the product [ClH:29].[CH3:25][C:16]1[C:17]2[CH2:21][O:20][C:19](=[O:22])[C:18]=2[CH:23]=[CH:24][C:15]=1[CH:12]([O:13][CH3:14])[CH2:11][N:9]1[CH2:10][CH2:5][NH:6][CH2:7][CH2:8]1, predict the reactants needed to synthesize it. The reactants are: CC([CH:5]1[CH2:10][N:9]([CH2:11][CH:12]([C:15]2[CH:24]=[CH:23][C:18]3[C:19](=[O:22])[O:20][CH2:21][C:17]=3[C:16]=2[CH3:25])[O:13][CH3:14])[CH2:8][CH2:7][N:6]1C([O-])=O)(C)C.[ClH:29]. (6) Given the product [C:13]([C@@:10]1([CH:15]([CH3:17])[CH3:16])[CH2:11][CH2:12][N:8]([C:6]2[CH:5]=[CH:4][N:3]=[C:2]([NH:19][C:20]3[CH:21]=[N:22][N:23]([CH:25]4[CH2:28][N:27]([C:29]([O:31][C:32]([CH3:35])([CH3:34])[CH3:33])=[O:30])[CH2:26]4)[CH:24]=3)[N:7]=2)[C:9]1=[O:18])#[N:14], predict the reactants needed to synthesize it. The reactants are: Cl[C:2]1[N:7]=[C:6]([N:8]2[CH2:12][CH2:11][C@:10]([CH:15]([CH3:17])[CH3:16])([C:13]#[N:14])[C:9]2=[O:18])[CH:5]=[CH:4][N:3]=1.[NH2:19][C:20]1[CH:21]=[N:22][N:23]([CH:25]2[CH2:28][N:27]([C:29]([O:31][C:32]([CH3:35])([CH3:34])[CH3:33])=[O:30])[CH2:26]2)[CH:24]=1.C(=O)([O-])[O-].[Cs+].[Cs+].